This data is from Catalyst prediction with 721,799 reactions and 888 catalyst types from USPTO. The task is: Predict which catalyst facilitates the given reaction. Reactant: [CH3:1][C:2]1[CH:3]=[C:4]([OH:18])[CH:5]=[C:6]([CH3:17])[C:7]=1[N:8]1[CH:12]=[C:11]([C:13]([F:16])([F:15])[F:14])[CH:10]=[N:9]1.C(=O)([O-])[O-].[Cs+].[Cs+].CS(O[C@@H:30]([C:34]1[CH:43]=[CH:42][C:37]([C:38]([O:40][CH3:41])=[O:39])=[CH:36][CH:35]=1)[CH2:31][CH2:32][CH3:33])(=O)=O.O. Product: [CH3:17][C:6]1[CH:5]=[C:4]([CH:3]=[C:2]([CH3:1])[C:7]=1[N:8]1[CH:12]=[C:11]([C:13]([F:16])([F:15])[F:14])[CH:10]=[N:9]1)[O:18][C@H:30]([C:34]1[CH:43]=[CH:42][C:37]([C:38]([O:40][CH3:41])=[O:39])=[CH:36][CH:35]=1)[CH2:31][CH2:32][CH3:33]. The catalyst class is: 504.